From a dataset of Peptide-MHC class II binding affinity with 134,281 pairs from IEDB. Regression. Given a peptide amino acid sequence and an MHC pseudo amino acid sequence, predict their binding affinity value. This is MHC class II binding data. (1) The peptide sequence is FLHYIFMENAFELPT. The MHC is HLA-DQA10102-DQB10602 with pseudo-sequence HLA-DQA10102-DQB10602. The binding affinity (normalized) is 0.563. (2) The peptide sequence is CFAPLYHAMDVTTQ. The MHC is DRB3_0101 with pseudo-sequence DRB3_0101. The binding affinity (normalized) is 0.0963.